Dataset: Forward reaction prediction with 1.9M reactions from USPTO patents (1976-2016). Task: Predict the product of the given reaction. Given the reactants [Cl:1][C:2]1[CH:7]=[CH:6][C:5]([CH2:8][NH:9][C:10]([C:12]2[CH:20]=[CH:19][CH:18]=[CH:17][C:13]=2[C:14](O)=[O:15])=[O:11])=[CH:4][C:3]=1[OH:21].[Cl:22][C:23]1[CH:24]=[C:25]([CH:28]=[C:29](F)[CH:30]=1)[C:26]#[N:27].C([O-])([O-])=O.[K+].[K+], predict the reaction product. The product is: [Cl:22][C:23]1[CH:24]=[C:25]([CH:28]=[C:29]([O:21][C:3]2[CH:4]=[C:5]([CH2:8][N:9]3[C:10](=[O:11])[C:12]4[C:13](=[CH:17][CH:18]=[CH:19][CH:20]=4)[C:14]3=[O:15])[CH:6]=[CH:7][C:2]=2[Cl:1])[CH:30]=1)[C:26]#[N:27].